From a dataset of Reaction yield outcomes from USPTO patents with 853,638 reactions. Predict the reaction yield, written as a fraction of the theoretical maximum amount of product (1.0 means a 100% yield; for example, 0.34 means a 34% yield). (1) The yield is 0.870. The catalyst is ClCCl.S([O-])([O-])(=O)=O.[Cu+2].CC1(C)N([O])C(C)(C)CCC1. The reactants are [CH:1]1([CH2:4][O:5][C:6]2[CH:7]=[CH:8][C:9]([CH2:12]O)=[N:10][CH:11]=2)[CH2:3][CH2:2]1.[Br-].[K+].C(=O)(O)[O-].Cl[O-].[Na+].[CH3:23][C:24]([S@:27]([NH2:29])=[O:28])([CH3:26])[CH3:25]. The product is [CH:1]1([CH2:4][O:5][C:6]2[CH:7]=[CH:8][C:9](/[CH:12]=[N:29]/[S@@:27]([C:24]([CH3:26])([CH3:25])[CH3:23])=[O:28])=[N:10][CH:11]=2)[CH2:3][CH2:2]1. (2) The reactants are [CH:1]1([C:5]2[CH:10]=[CH:9][C:8]([N+:11]([O-])=O)=[C:7]([F:14])[CH:6]=2)[CH2:4][CH2:3][CH2:2]1.[H][H]. The catalyst is [Pd]. The product is [CH:1]1([C:5]2[CH:10]=[CH:9][C:8]([NH2:11])=[C:7]([F:14])[CH:6]=2)[CH2:2][CH2:3][CH2:4]1. The yield is 0.740.